From a dataset of Reaction yield outcomes from USPTO patents with 853,638 reactions. Predict the reaction yield, written as a fraction of the theoretical maximum amount of product (1.0 means a 100% yield; for example, 0.34 means a 34% yield). (1) The reactants are Cl[S:2]([C:5]1[CH:6]=[C:7]2[C:11](=[CH:12][CH:13]=1)[NH:10][C:9](=[O:14])[CH2:8]2)(=[O:4])=[O:3].[CH3:15][NH:16][CH3:17]. The catalyst is CO. The product is [CH3:15][N:16]([CH3:17])[S:2]([C:5]1[CH:6]=[C:7]2[C:11](=[CH:12][CH:13]=1)[NH:10][C:9](=[O:14])[CH2:8]2)(=[O:4])=[O:3]. The yield is 0.790. (2) The reactants are Br[C:2]1[CH:3]=[C:4]([O:24][C:25]2[C:26]([CH3:31])=[N:27][CH:28]=[CH:29][CH:30]=2)[C:5]([NH:8][C:9]2[S:13][N:12]=[C:11]([C@H:14]3[CH2:18][O:17][C:16]4([CH2:23][CH2:22][CH2:21][CH2:20][CH2:19]4)[O:15]3)[N:10]=2)=[N:6][CH:7]=1.[SH:32][CH2:33][CH2:34][C:35]([O:37][CH3:38])=[O:36].C(N(CC)C(C)C)(C)C. The catalyst is C1C=CC(/C=C/C(/C=C/C2C=CC=CC=2)=O)=CC=1.C1C=CC(/C=C/C(/C=C/C2C=CC=CC=2)=O)=CC=1.C1C=CC(/C=C/C(/C=C/C2C=CC=CC=2)=O)=CC=1.[Pd].[Pd]. The product is [O:15]1[C:16]2([CH2:23][CH2:22][CH2:21][CH2:20][CH2:19]2)[O:17][CH2:18][C@@H:14]1[C:11]1[N:10]=[C:9]([NH:8][C:5]2[N:6]=[CH:7][C:2]([S:32][CH2:33][CH2:34][C:35]([O:37][CH3:38])=[O:36])=[CH:3][C:4]=2[O:24][C:25]2[C:26]([CH3:31])=[N:27][CH:28]=[CH:29][CH:30]=2)[S:13][N:12]=1. The yield is 0.680. (3) The reactants are [N:1]1([C:6]2[CH:11]=[CH:10][N:9]=[CH:8][CH:7]=2)[CH:5]=[CH:4][CH:3]=[N:2]1.[Br:12]Br. The yield is 0.550. The catalyst is C(O)(=O)C.[O-]S([O-])(=S)=O.[Na+].[Na+]. The product is [Br:12][C:4]1[CH:3]=[N:2][N:1]([C:6]2[CH:11]=[CH:10][N:9]=[CH:8][CH:7]=2)[CH:5]=1. (4) The reactants are [NH2:1][N:2]1[C:6]([CH3:7])=[C:5]([CH3:8])[N:4]=[C:3]1[C:9]([O:11]C)=O.[NH3:13]. The catalyst is CO. The product is [NH2:1][N:2]1[C:6]([CH3:7])=[C:5]([CH3:8])[N:4]=[C:3]1[C:9]([NH2:13])=[O:11]. The yield is 0.930. (5) The reactants are [CH2:1]([N:3]([CH2:22][CH3:23])[CH2:4][CH2:5][N:6]1[CH2:11][CH2:10][C:9]2[NH:12][C:13]([CH2:19][OH:20])=[C:14]([C:15]([F:18])([F:17])[F:16])[C:8]=2[C:7]1=[O:21])[CH3:2].O.CC1C=CC(S(O)(=O)=O)=CC=1.I(C1C=CC=CC=1C(O)=O)(=O)=O. No catalyst specified. The product is [CH2:22]([N:3]([CH2:1][CH3:2])[CH2:4][CH2:5][N:6]1[CH2:11][CH2:10][C:9]2[NH:12][C:13]([CH:19]=[O:20])=[C:14]([C:15]([F:16])([F:18])[F:17])[C:8]=2[C:7]1=[O:21])[CH3:23]. The yield is 0.280. (6) The reactants are S(=O)(=O)(O)O.[C:6]1([C:19]([OH:21])=[O:20])[C:15]2[C:10](=[CH:11][CH:12]=[CH:13][CH:14]=2)[C:9]([C:16]([OH:18])=[O:17])=[CH:8][CH:7]=1.C(=O)([O-])[O-].[Na+].[Na+]. The catalyst is CC(O)C. The product is [CH:6]([O:17][C:16]([C:9]1[C:10]2[C:15](=[CH:14][CH:13]=[CH:12][CH:11]=2)[C:6]([C:19]([O:21][CH:9]([CH3:10])[CH3:8])=[O:20])=[CH:7][CH:8]=1)=[O:18])([CH3:15])[CH3:7]. The yield is 0.380.